Dataset: Forward reaction prediction with 1.9M reactions from USPTO patents (1976-2016). Task: Predict the product of the given reaction. Given the reactants O=C1C2C=CC=CC=2C(=O)[N:3]1[CH2:12][C@H:13]([NH:21][C:22]([NH:24][NH:25][C:26]([C:28]1[CH:29]=[C:30]2[C:35](=[CH:36][CH:37]=1)[CH:34]=[N:33][CH:32]=[C:31]2[O:38][CH3:39])=O)=[S:23])[CH2:14][C:15]1[CH:20]=[CH:19][CH:18]=[CH:17][CH:16]=1.[ClH:40].N[C@H](CC1C=CC=CC=1)CN1C(=O)C2C=CC=CC=2C1=O.COC1C2C(=CC=C(C(NN)=O)C=2)C=NC=1, predict the reaction product. The product is: [ClH:40].[NH2:3][CH2:12][C@H:13]([NH:21][C:22]1[S:23][C:26]([C:28]2[CH:29]=[C:30]3[C:35](=[CH:36][CH:37]=2)[CH:34]=[N:33][CH:32]=[C:31]3[O:38][CH3:39])=[N:25][N:24]=1)[CH2:14][C:15]1[CH:20]=[CH:19][CH:18]=[CH:17][CH:16]=1.